The task is: Predict the reactants needed to synthesize the given product.. This data is from Full USPTO retrosynthesis dataset with 1.9M reactions from patents (1976-2016). (1) Given the product [CH:2]([C:3]1[S:7][C:6]([C:8]2[CH:9]=[CH:10][C:11]([N+:25]([O-:27])=[O:26])=[C:12]([NH:14][C:15](=[O:24])[C:16]3[CH:21]=[CH:20][C:19]([O:22][CH3:23])=[CH:18][CH:17]=3)[CH:13]=2)=[CH:5][CH:4]=1)=[O:1], predict the reactants needed to synthesize it. The reactants are: [OH:1][CH2:2][C:3]1[S:7][C:6]([C:8]2[CH:9]=[CH:10][C:11]([N+:25]([O-:27])=[O:26])=[C:12]([NH:14][C:15](=[O:24])[C:16]3[CH:21]=[CH:20][C:19]([O:22][CH3:23])=[CH:18][CH:17]=3)[CH:13]=2)=[CH:5][CH:4]=1.CC(OI1(OC(C)=O)(OC(C)=O)OC(=O)C2C=CC=CC1=2)=O. (2) Given the product [Br:1][C:11]1[C:10]([CH3:14])=[C:9]([CH2:15][C:16]([OH:18])=[O:17])[C:8]([CH3:7])=[CH:13][CH:12]=1, predict the reactants needed to synthesize it. The reactants are: [Br:1]Br.C(O)(=O)C.[CH3:7][C:8]1[CH:13]=[CH:12][CH:11]=[C:10]([CH3:14])[C:9]=1[CH2:15][C:16]([OH:18])=[O:17]. (3) The reactants are: [CH2:1]([N:3]1[C:7]([CH3:8])=[C:6]([CH3:9])[N:5]=[C:4]1[SH:10])[CH3:2].[H-].[Na+].[Cl:13][C:14]1[CH:15]=[C:16]([N+:21]([O-:23])=[O:22])[CH:17]=[CH:18][C:19]=1F. Given the product [Cl:13][C:14]1[CH:15]=[C:16]([N+:21]([O-:23])=[O:22])[CH:17]=[CH:18][C:19]=1[S:10][C:4]1[N:3]([CH2:1][CH3:2])[C:7]([CH3:8])=[C:6]([CH3:9])[N:5]=1, predict the reactants needed to synthesize it. (4) Given the product [CH2:1]([N:8]1[C:12]([CH2:13][CH:14]([CH3:15])[CH3:16])=[CH:11][C:10]([C:17]#[N:19])=[N:9]1)[C:2]1[CH:3]=[CH:4][CH:5]=[CH:6][CH:7]=1, predict the reactants needed to synthesize it. The reactants are: [CH2:1]([N:8]1[C:12]([CH2:13][CH:14]([CH3:16])[CH3:15])=[CH:11][C:10]([C:17]([NH2:19])=O)=[N:9]1)[C:2]1[CH:7]=[CH:6][CH:5]=[CH:4][CH:3]=1.P(Cl)(Cl)(Cl)=O.[OH-].[NH4+]. (5) The reactants are: [Cl:1][C:2]1[CH:7]=[CH:6][CH:5]=[C:4]([Cl:8])[C:3]=1[C:9]1[C:13]([CH2:14][O:15][C:16]2[CH:17]=[C:18]3[C:23](=[CH:24][CH:25]=2)[C:22]([NH:26][C:27]2[CH:28]=[C:29]([CH:35]=[CH:36][CH:37]=2)[C:30]([O:32]CC)=[O:31])=[CH:21][CH:20]=[CH:19]3)=[C:12]([CH:38]([CH3:40])[CH3:39])[O:11][N:10]=1.[OH-].[Li+]. Given the product [Cl:8][C:4]1[CH:5]=[CH:6][CH:7]=[C:2]([Cl:1])[C:3]=1[C:9]1[C:13]([CH2:14][O:15][C:16]2[CH:17]=[C:18]3[C:23](=[CH:24][CH:25]=2)[C:22]([NH:26][C:27]2[CH:28]=[C:29]([CH:35]=[CH:36][CH:37]=2)[C:30]([OH:32])=[O:31])=[CH:21][CH:20]=[CH:19]3)=[C:12]([CH:38]([CH3:40])[CH3:39])[O:11][N:10]=1, predict the reactants needed to synthesize it. (6) The reactants are: O(C([NH:8][C@@:9]1([CH3:16])[C:13]2([CH2:15][CH2:14]2)[CH2:12][NH:11][CH2:10]1)=O)C(C)(C)C.F[C:18]1[C:27]([CH3:28])=[C:26]2[C:21]([C:22](=[O:36])[C:23]([C:33]([OH:35])=[O:34])=[CH:24][N:25]2[C@@H:29]2[CH2:31][C@@H:30]2[F:32])=[CH:20][CH:19]=1.C(N(CC)CC)C.C(O)(=O)CC(CC(O)=O)(C(O)=O)O. Given the product [NH2:8][C@@:9]1([CH3:16])[C:13]2([CH2:14][CH2:15]2)[CH2:12][N:11]([C:18]2[C:27]([CH3:28])=[C:26]3[C:21]([C:22](=[O:36])[C:23]([C:33]([OH:35])=[O:34])=[CH:24][N:25]3[C@@H:29]3[CH2:31][C@@H:30]3[F:32])=[CH:20][CH:19]=2)[CH2:10]1, predict the reactants needed to synthesize it.